This data is from Catalyst prediction with 721,799 reactions and 888 catalyst types from USPTO. The task is: Predict which catalyst facilitates the given reaction. (1) Reactant: Cl[C:2]1[CH:7]=[CH:6][C:5]([N+:8]([O-:10])=[O:9])=[CH:4][N:3]=1.[SH:11][C:12]1[CH:22]=[CH:21][C:15]([CH2:16][CH2:17][C:18]([OH:20])=[O:19])=[CH:14][CH:13]=1.C(=O)([O-])[O-].[K+].[K+].Cl. Product: [N+:8]([C:5]1[CH:6]=[CH:7][C:2]([S:11][C:12]2[CH:13]=[CH:14][C:15]([CH2:16][CH2:17][C:18]([OH:20])=[O:19])=[CH:21][CH:22]=2)=[N:3][CH:4]=1)([O-:10])=[O:9]. The catalyst class is: 18. (2) Reactant: CO[C:3]1[CH:4]=[C:5](C=[CH:15][C:16]=1OC)[CH2:6][NH:7][CH2:8][CH2:9]/[CH:10]=[CH:11]/C=C.CS(OCC/C=C/C=C)(=O)=O.ClC1C=C(C=CC=1Cl)CN. Product: [CH2:8]([NH:7][CH2:6][CH2:5]/[CH:4]=[CH:3]/[CH:16]=[CH2:15])[CH2:9][CH2:10][CH3:11]. The catalyst class is: 23. (3) Reactant: [N:1]([C:4]1[CH:5]=[CH:6][C:7]([NH:10][C:11]([C:13]2[N:14]=[CH:15][S:16][CH:17]=2)=[O:12])=[N:8][CH:9]=1)=[C:2]=[S:3].[CH3:18][C@@H:19]([C:21]1[CH:26]=[C:25]([C:27]([F:30])([F:29])[F:28])[CH:24]=[C:23]([C:31]([F:34])([F:33])[F:32])[CH:22]=1)[NH2:20]. Product: [F:28][C:27]([F:29])([F:30])[C:25]1[CH:26]=[C:21]([C@@H:19]([NH:20][C:2]([NH:1][C:4]2[CH:5]=[CH:6][C:7]([NH:10][C:11]([C:13]3[N:14]=[CH:15][S:16][CH:17]=3)=[O:12])=[N:8][CH:9]=2)=[S:3])[CH3:18])[CH:22]=[C:23]([C:31]([F:32])([F:33])[F:34])[CH:24]=1. The catalyst class is: 10. (4) Reactant: [CH3:1][O:2][C:3]([C:5]1[S:6][C:7]([C:12]([OH:14])=O)=[CH:8][C:9]=1[CH2:10][CH3:11])=[O:4].C(N(CC)CC)C.CN(C(ON1N=NC2C=CC=CC1=2)=[N+](C)C)C.F[P-](F)(F)(F)(F)F.C1C=CC2N(O)N=NC=2C=1.[NH2:56][CH2:57][C:58]1[CH:59]=[C:60]([OH:64])[CH:61]=[CH:62][CH:63]=1. Product: [CH3:1][O:2][C:3]([C:5]1[S:6][C:7]([C:12](=[O:14])[NH:56][CH2:57][C:58]2[CH:63]=[CH:62][CH:61]=[C:60]([OH:64])[CH:59]=2)=[CH:8][C:9]=1[CH2:10][CH3:11])=[O:4]. The catalyst class is: 3. (5) Reactant: [CH3:1][CH:2]1[CH2:7][CH2:6][CH2:5][CH2:4][NH:3]1.Cl.C(N=C=NCCCN(C)C)C.[CH3:20][O:21][C:22]1[C:23](=[O:49])[C:24]([CH3:48])=[C:25]([CH2:31][C:32]2[CH:33]=[CH:34][C:35]([O:41][C:42]3[CH:47]=[CH:46][CH:45]=[CH:44][CH:43]=3)=[C:36]([CH:40]=2)[C:37](O)=[O:38])[C:26](=[O:30])[C:27]=1[O:28][CH3:29]. Product: [CH3:20][O:21][C:22]1[C:23](=[O:49])[C:24]([CH3:48])=[C:25]([CH2:31][C:32]2[CH:33]=[CH:34][C:35]([O:41][C:42]3[CH:47]=[CH:46][CH:45]=[CH:44][CH:43]=3)=[C:36]([CH:40]=2)[C:37]([N:3]2[CH2:4][CH2:5][CH2:6][CH2:7][CH:2]2[CH3:1])=[O:38])[C:26](=[O:30])[C:27]=1[O:28][CH3:29]. The catalyst class is: 2. (6) Reactant: C([Li])CCC.CCCCCC.Br[C:13]1[C:14]([O:23][CH3:24])=[N:15][CH:16]=[N:17][C:18]=1[C:19]([F:22])([F:21])[F:20].[CH:25](OCC)=[O:26]. Product: [CH3:24][O:23][C:14]1[C:13]([CH:25]=[O:26])=[C:18]([C:19]([F:22])([F:21])[F:20])[N:17]=[CH:16][N:15]=1. The catalyst class is: 30.